This data is from Catalyst prediction with 721,799 reactions and 888 catalyst types from USPTO. The task is: Predict which catalyst facilitates the given reaction. (1) Reactant: [Cl:1][C:2]1[CH:15]=[CH:14][C:5]([CH2:6][N:7]2[CH2:12][CH2:11][CH:10]([NH2:13])[CH2:9][CH2:8]2)=[CH:4][CH:3]=1.[F:16][C:17]1[CH:18]=[CH:19][C:20]([O:29][CH2:30][C@:31]2([CH3:34])[CH2:33][O:32]2)=[C:21](/[CH:23]=[CH:24]/[C:25]([O:27][CH3:28])=[O:26])[CH:22]=1. Product: [Cl:1][C:2]1[CH:3]=[CH:4][C:5]([CH2:6][N:7]2[CH2:8][CH2:9][CH:10]([NH:13][CH2:34][C@@:31]([OH:32])([CH3:33])[CH2:30][O:29][C:20]3[CH:19]=[CH:18][C:17]([F:16])=[CH:22][C:21]=3/[CH:23]=[CH:24]/[C:25]([O:27][CH3:28])=[O:26])[CH2:11][CH2:12]2)=[CH:14][CH:15]=1. The catalyst class is: 5. (2) The catalyst class is: 3. Product: [ClH:26].[N:25]12[CH2:16][CH2:17][CH:18]([CH2:19][CH2:14]1)[C@@H:37]([NH:36][C:11]([C:8]1[S:9][C:10]3[C:2]([Br:1])=[CH:3][CH:4]=[CH:5][C:6]=3[CH:7]=1)=[O:13])[CH2:38]2. Reactant: [Br:1][C:2]1[C:10]2[S:9][C:8]([C:11]([OH:13])=O)=[CH:7][C:6]=2[CH:5]=[CH:4][CH:3]=1.[C:14]1([NH2:25])[C:19](F)=[C:18](F)[C:17](F)=[C:16](N)C=1F.[ClH:26].Cl.CN(C(O[N:36]1N=N[C:38]2C=CC=N[C:37]1=2)=[N+](C)C)C.F[P-](F)(F)(F)(F)F.C(N(CC)C(C)C)(C)C.